From a dataset of Catalyst prediction with 721,799 reactions and 888 catalyst types from USPTO. Predict which catalyst facilitates the given reaction. (1) Reactant: [C:1]([O:5][C:6]([N:8]1[CH2:13][CH2:12][CH:11]([C:14]2[CH:19]=[CH:18][C:17]([CH2:20][C:21]([OH:23])=[O:22])=[CH:16][CH:15]=2)[CH:10]([O:24][CH2:25][C:26]2[CH:35]=[CH:34][C:33]3[C:28](=[CH:29][CH:30]=[CH:31][CH:32]=3)[CH:27]=2)[CH2:9]1)=[O:7])([CH3:4])([CH3:3])[CH3:2].[N+](=[CH2:38])=[N-]. Product: [CH3:38][O:22][C:21]([CH2:20][C:17]1[CH:16]=[CH:15][C:14]([CH:11]2[CH2:12][CH2:13][N:8]([C:6]([O:5][C:1]([CH3:4])([CH3:2])[CH3:3])=[O:7])[CH2:9][CH:10]2[O:24][CH2:25][C:26]2[CH:35]=[CH:34][C:33]3[C:28](=[CH:29][CH:30]=[CH:31][CH:32]=3)[CH:27]=2)=[CH:19][CH:18]=1)=[O:23]. The catalyst class is: 2. (2) Reactant: C([O:8][CH2:9][CH2:10][O:11][C:12]([C:14]1[CH:15]=[C:16]([C:21]2[CH:26]=[CH:25][C:24]([O:27]CC3C=CC=CC=3)=[CH:23][CH:22]=2)[CH:17]=[CH:18][C:19]=1[OH:20])=[O:13])C1C=CC=CC=1.C. Product: [OH:8][CH2:9][CH2:10][O:11][C:12]([C:14]1[CH:15]=[C:16]([C:21]2[CH:22]=[CH:23][C:24]([OH:27])=[CH:25][CH:26]=2)[CH:17]=[CH:18][C:19]=1[OH:20])=[O:13]. The catalyst class is: 312.